Dataset: Full USPTO retrosynthesis dataset with 1.9M reactions from patents (1976-2016). Task: Predict the reactants needed to synthesize the given product. (1) Given the product [Br:22][C:9]1[N:10]=[CH:11][C:12]([NH2:14])=[N:13][C:8]=1[C:7]1[CH:6]=[CH:5][N:4]=[CH:3][C:2]=1[Cl:1], predict the reactants needed to synthesize it. The reactants are: [Cl:1][C:2]1[CH:3]=[N:4][CH:5]=[CH:6][C:7]=1[C:8]1[N:13]=[C:12]([NH2:14])[CH:11]=[N:10][CH:9]=1.C1C(=O)N([Br:22])C(=O)C1. (2) Given the product [NH2:2][CH2:1][C:3]1([C:16]2[CH:21]=[CH:20][CH:19]=[C:18]([C:22]3[CH:23]=[N:24][N:25]([CH3:27])[CH:26]=3)[CH:17]=2)[CH2:4][CH2:5][N:6]([C:9]([O:11][C:12]([CH3:15])([CH3:14])[CH3:13])=[O:10])[CH2:7][CH2:8]1, predict the reactants needed to synthesize it. The reactants are: [C:1]([C:3]1([C:16]2[CH:21]=[CH:20][CH:19]=[C:18]([C:22]3[CH:23]=[N:24][N:25]([CH3:27])[CH:26]=3)[CH:17]=2)[CH2:8][CH2:7][N:6]([C:9]([O:11][C:12]([CH3:15])([CH3:14])[CH3:13])=[O:10])[CH2:5][CH2:4]1)#[N:2]. (3) Given the product [ClH:2].[CH2:15]([O:17][C:18](=[O:21])[CH2:19][NH:20][CH2:3][C:4]1[N:8]([CH3:9])[C:7]2[CH:10]=[CH:11][CH:12]=[CH:13][C:6]=2[N:5]=1)[CH3:16], predict the reactants needed to synthesize it. The reactants are: Cl.[Cl:2][CH2:3][C:4]1[N:8]([CH3:9])[C:7]2[CH:10]=[CH:11][CH:12]=[CH:13][C:6]=2[N:5]=1.Cl.[CH2:15]([O:17][C:18](=[O:21])[CH2:19][NH2:20])[CH3:16].C(=O)([O-])[O-].[K+].[K+].[I-].[K+]. (4) Given the product [Cl:1][C:2]1[C:3]([F:42])=[C:4]([C@H:8]2[C@H:9]3[N:10]([CH2:31][N:30]([CH2:45][C:46]([OH:47])=[O:50])[C:28]3=[O:29])[C@@H:11]([CH2:23][C:24]([CH3:27])([CH3:25])[CH3:26])[C@@:12]2([C:15]2[CH:20]=[CH:19][C:18]([Cl:21])=[CH:17][C:16]=2[F:22])[C:13]#[N:14])[CH:5]=[CH:6][CH:7]=1, predict the reactants needed to synthesize it. The reactants are: [Cl:1][C:2]1[C:3]([F:42])=[C:4]([C@@H:8]2[C@:12]([C:15]3[CH:20]=[CH:19][C:18]([Cl:21])=[CH:17][C:16]=3[F:22])([C:13]#[N:14])[C@H:11]([CH2:23][C:24]([CH3:27])([CH3:26])[CH3:25])[NH:10][C@H:9]2[C:28]([NH:30][C:31]2C=CC(C(O)=O)=C(OC)C=2)=[O:29])[CH:5]=[CH:6][CH:7]=1.CO[CH2:45][CH2:46][O:47]C.C=[O:50]. (5) Given the product [CH3:1][C:2]1[CH:11]=[C:10]([CH2:12][N:13]2[CH2:18][CH2:17][CH2:16][CH2:15][CH2:14]2)[CH:9]=[CH:8][C:3]=1[C:4]([OH:6])=[O:5], predict the reactants needed to synthesize it. The reactants are: [CH3:1][C:2]1[CH:11]=[C:10]([CH2:12][N:13]2[CH2:18][CH2:17][CH2:16][CH2:15][CH2:14]2)[CH:9]=[CH:8][C:3]=1[C:4]([O:6]C)=[O:5].O1CCCC1.CO.O.[OH-].[Li+]. (6) Given the product [CH2:21]([C:20]1[C:19]2[C:14](=[CH:15][CH:16]=[CH:17][CH:18]=2)[N:13]([CH2:34][C:33]2[CH:36]=[CH:37][CH:38]=[CH:39][C:32]=2[C:31]([F:30])([F:40])[F:41])[C:12]=1[C:8]1[CH:7]=[C:6]2[C:11](=[CH:10][CH:9]=1)[C:2]([Br:1])=[C:3]([O:26][CH2:27][C:28]#[N:29])[CH:4]=[CH:5]2)[CH2:22][CH2:23][CH2:24][CH3:25], predict the reactants needed to synthesize it. The reactants are: [Br:1][C:2]1[C:11]2[C:6](=[CH:7][C:8]([C:12]3[NH:13][C:14]4[C:19]([C:20]=3[CH2:21][CH2:22][CH2:23][CH2:24][CH3:25])=[CH:18][CH:17]=[CH:16][CH:15]=4)=[CH:9][CH:10]=2)[CH:5]=[CH:4][C:3]=1[O:26][CH2:27][C:28]#[N:29].[F:30][C:31]([F:41])([F:40])[C:32]1[CH:39]=[CH:38][CH:37]=[CH:36][C:33]=1[CH2:34]Br.